From a dataset of Full USPTO retrosynthesis dataset with 1.9M reactions from patents (1976-2016). Predict the reactants needed to synthesize the given product. (1) Given the product [CH2:15]1[N:14]=[C:13]([C:16]2[C:21]([F:22])=[CH:20][CH:19]=[CH:18][CH:17]=2)[C:12]2[CH:11]=[C:10]([Cl:23])[CH:9]=[CH:8][C:7]=2[N:6]2[C:5]1=[CH:4][N:3]=[C:2]2[CH2:1][OH:37], predict the reactants needed to synthesize it. The reactants are: [CH3:1][C:2]1[N:6]2[C:7]3[CH:8]=[CH:9][C:10]([Cl:23])=[CH:11][C:12]=3[C:13]([C:16]3[CH:17]=[CH:18][CH:19]=[CH:20][C:21]=3[F:22])=[N:14][CH2:15][C:5]2=[CH:4][N:3]=1.C1N=C(N)C2N=CN([C@@H]3[O:37][C@H](COP(OP(OC[C@H]4O[C@@H](N5C=C(C(N)=O)CC=C5)[C@H](O)[C@@H]4O)(O)=O)(O)=O)[C@@H](O)[C@H]3OP(O)(O)=O)C=2N=1.P([O-])([O-])([O-])=O. (2) Given the product [Cl:46][C:45]1[C:40]([NH:47][C:48]2[CH:71]=[CH:70][C:51]3[O:52][CH2:53][CH2:54][C@@H:55]4[CH2:60][S:59][C:58]([NH:61][C:62](=[O:68])[O:63][C:64]([CH3:65])([CH3:66])[CH3:67])=[N:57][C@:56]4([CH3:69])[C:50]=3[CH:49]=2)=[N:41][CH:42]=[CH:43][CH:44]=1, predict the reactants needed to synthesize it. The reactants are: CC(C1C=C(C(C)C)C(C2C(P(C3CCCCC3)C3CCCCC3)=C(OC)C=CC=2OC)=C(C(C)C)C=1)C.Cl[C:40]1[C:45]([Cl:46])=[CH:44][CH:43]=[CH:42][N:41]=1.[NH2:47][C:48]1[CH:71]=[CH:70][C:51]2[O:52][CH2:53][CH2:54][C@@H:55]3[CH2:60][S:59][C:58]([NH:61][C:62](=[O:68])[O:63][C:64]([CH3:67])([CH3:66])[CH3:65])=[N:57][C@:56]3([CH3:69])[C:50]=2[CH:49]=1.[Li+].C[Si]([N-][Si](C)(C)C)(C)C.